Task: Predict the reactants needed to synthesize the given product.. Dataset: Full USPTO retrosynthesis dataset with 1.9M reactions from patents (1976-2016) (1) The reactants are: [Br:1][C:2]1[CH:3]=[C:4]([CH:21]=[CH:22][CH:23]=1)[CH2:5][N:6]1[C:14]2[C:13](=[O:15])[N:12]([CH3:16])[C:11](=[O:17])[N:10]([CH3:18])[C:9]=2[N:8]=[C:7]1[CH:19]=[O:20].[CH2:24]([Mg]Cl)[CH2:25][CH2:26][CH3:27]. Given the product [Br:1][C:2]1[CH:3]=[C:4]([CH:21]=[CH:22][CH:23]=1)[CH2:5][N:6]1[C:14]2[C:13](=[O:15])[N:12]([CH3:16])[C:11](=[O:17])[N:10]([CH3:18])[C:9]=2[N:8]=[C:7]1[CH:19]([OH:20])[CH2:24][CH2:25][CH2:26][CH3:27], predict the reactants needed to synthesize it. (2) Given the product [F:18][CH:14]([F:19])[O:1][C:2]1[CH:3]=[CH:4][C:5]([N+:10]([O-:12])=[O:11])=[C:6]([CH:9]=1)[CH:7]=[O:8], predict the reactants needed to synthesize it. The reactants are: [OH:1][C:2]1[CH:3]=[CH:4][C:5]([N+:10]([O-:12])=[O:11])=[C:6]([CH:9]=1)[CH:7]=[O:8].Cl[C:14]([F:19])([F:18])C([O-])=O.[Na+].[OH-].[Na+]. (3) Given the product [Br:1][C:2]1[CH:7]=[CH:6][C:5]([O:8][CH2:9][CH2:19][O:20][CH3:21])=[C:4]([O:10][CH3:11])[CH:3]=1, predict the reactants needed to synthesize it. The reactants are: [Br:1][C:2]1[CH:3]=[C:4]([OH:10])[C:5]([O:8][CH3:9])=[CH:6][CH:7]=1.[C:11]([O-])([O-])=O.[Cs+].[Cs+].BrC[CH2:19][O:20][CH3:21]. (4) Given the product [CH2:26]([O:28][C:29]1[CH:43]=[C:42]([I:44])[C:41]([O:45][CH3:46])=[CH:40][C:30]=1[CH:31]=[CH:5][C:4]1[C:3]([CH3:50])=[CH:10][C:9]([C:11]#[C:12][Si:13]([CH:14]([CH3:16])[CH3:15])([CH:20]([CH3:22])[CH3:21])[CH:17]([CH3:19])[CH3:18])=[C:8]([O:23][CH2:24][CH3:25])[CH:7]=1)[CH3:27], predict the reactants needed to synthesize it. The reactants are: CO[C:3]1[CH:10]=[C:9]([C:11]#[C:12][Si:13]([CH:20]([CH3:22])[CH3:21])([CH:17]([CH3:19])[CH3:18])[CH:14]([CH3:16])[CH3:15])[C:8]([O:23][CH2:24][CH3:25])=[CH:7][C:4]=1[CH:5]=O.[CH2:26]([O:28][C:29]1[CH:43]=[C:42]([I:44])[C:41]([O:45][CH3:46])=[CH:40][C:30]=1[CH2:31]P(=O)(OCC)OCC)[CH3:27].[H-].[Na+].O1CCC[CH2:50]1. (5) Given the product [F:22][C:23]1[CH:28]=[C:27]([O:1][CH2:2][CH2:3][N:4]([CH2:17][C:18]([F:19])([F:20])[F:21])[C:5]2[CH:12]=[CH:11][C:8]([C:9]#[N:10])=[C:7]([C:13]([F:15])([F:16])[F:14])[CH:6]=2)[CH:26]=[CH:25][CH:24]=1, predict the reactants needed to synthesize it. The reactants are: [OH:1][CH2:2][CH2:3][N:4]([CH2:17][C:18]([F:21])([F:20])[F:19])[C:5]1[CH:12]=[CH:11][C:8]([C:9]#[N:10])=[C:7]([C:13]([F:16])([F:15])[F:14])[CH:6]=1.[F:22][C:23]1[CH:24]=[C:25](O)[CH:26]=[CH:27][CH:28]=1. (6) Given the product [F:1][C:2]1[CH:3]=[C:4]([CH:16]2[CH2:18][CH:17]2[C:19]([NH:55][CH2:56][C:57]([C:59]2[N:60]([CH2:64][CH3:65])[CH:61]=[CH:62][N:63]=2)=[O:58])=[O:21])[CH:5]=[C:6]([F:15])[C:7]=1[C:8]([CH3:13])([CH3:14])[C:9]([F:11])([F:10])[F:12], predict the reactants needed to synthesize it. The reactants are: [F:1][C:2]1[CH:3]=[C:4]([CH:16]2[CH2:18][CH:17]2[C:19]([OH:21])=O)[CH:5]=[C:6]([F:15])[C:7]=1[C:8]([CH3:14])([CH3:13])[C:9]([F:12])([F:11])[F:10].F[P-](F)(F)(F)(F)F.C[N+](C)=C(N(C)C)ON1C2C=CC=CC=2N=N1.C(N(CC)CC)C.Cl.Cl.[NH2:55][CH2:56][C:57]([C:59]1[N:60]([CH2:64][CH3:65])[CH:61]=[CH:62][N:63]=1)=[O:58]. (7) Given the product [C:1]1([C:7]2[NH:18][C:10]3=[N:11][CH:12]=[C:13]([C:15]([NH:28][C:24]4[CH:23]=[C:22]([CH:27]=[CH:26][CH:25]=4)[C:21]([O:20][CH3:19])=[O:29])=[O:17])[CH:14]=[C:9]3[CH:8]=2)[CH:2]=[CH:3][CH:4]=[CH:5][CH:6]=1, predict the reactants needed to synthesize it. The reactants are: [C:1]1([C:7]2[NH:18][C:10]3=[N:11][CH:12]=[C:13]([C:15]([OH:17])=O)[CH:14]=[C:9]3[CH:8]=2)[CH:6]=[CH:5][CH:4]=[CH:3][CH:2]=1.[CH3:19][O:20][C:21](=[O:29])[C:22]1[CH:27]=[CH:26][CH:25]=[C:24]([NH2:28])[CH:23]=1.C(N(CC)CC)C.F[P-](F)(F)(F)(F)F.N1(O[P+](N(C)C)(N(C)C)N(C)C)C2C=CC=CC=2N=N1. (8) Given the product [CH3:17][CH2:18][CH2:19][CH2:20][CH:21]([CH2:24][O:25][C:26]([CH2:28][CH:29]([S:41]([OH:44])(=[O:43])=[O:42])[C:30]([O:32][CH2:33][CH:34]([CH2:37][CH2:38][CH2:39][CH3:40])[CH2:35][CH3:36])=[O:31])=[O:27])[CH2:22][CH3:23], predict the reactants needed to synthesize it. The reactants are: C1C=CC2N=C(C3N=CSC=3)NC=2C=1.Cl.[Na].[CH3:17][CH2:18][CH2:19][CH2:20][CH:21]([CH2:24][O:25][C:26]([CH2:28][CH:29]([S:41]([OH:44])(=[O:43])=[O:42])[C:30]([O:32][CH2:33][CH:34]([CH2:37][CH2:38][CH2:39][CH3:40])[CH2:35][CH3:36])=[O:31])=[O:27])[CH2:22][CH3:23].